From a dataset of Blood-brain barrier penetration binary classification data from Martins et al.. Regression/Classification. Given a drug SMILES string, predict its absorption, distribution, metabolism, or excretion properties. Task type varies by dataset: regression for continuous measurements (e.g., permeability, clearance, half-life) or binary classification for categorical outcomes (e.g., BBB penetration, CYP inhibition). Dataset: bbb_martins. The compound is O=C(Cc1ccc(Cl)c(Cl)c1)N1CCCC[C@H]1CN1CCCC1. The result is 1 (penetrates BBB).